From a dataset of NCI-60 drug combinations with 297,098 pairs across 59 cell lines. Regression. Given two drug SMILES strings and cell line genomic features, predict the synergy score measuring deviation from expected non-interaction effect. (1) Drug 1: CS(=O)(=O)C1=CC(=C(C=C1)C(=O)NC2=CC(=C(C=C2)Cl)C3=CC=CC=N3)Cl. Drug 2: C1=CC=C(C=C1)NC(=O)CCCCCCC(=O)NO. Cell line: SF-539. Synergy scores: CSS=5.98, Synergy_ZIP=-5.89, Synergy_Bliss=-10.3, Synergy_Loewe=-42.1, Synergy_HSA=-9.03. (2) Drug 1: N.N.Cl[Pt+2]Cl. Drug 2: CC1C(C(CC(O1)OC2CC(CC3=C2C(=C4C(=C3O)C(=O)C5=CC=CC=C5C4=O)O)(C(=O)C)O)N)O. Cell line: CAKI-1. Synergy scores: CSS=40.7, Synergy_ZIP=3.15, Synergy_Bliss=3.94, Synergy_Loewe=-26.0, Synergy_HSA=6.04. (3) Drug 1: C1=C(C(=O)NC(=O)N1)F. Drug 2: CC1CCC2CC(C(=CC=CC=CC(CC(C(=O)C(C(C(=CC(C(=O)CC(OC(=O)C3CCCCN3C(=O)C(=O)C1(O2)O)C(C)CC4CCC(C(C4)OC)O)C)C)O)OC)C)C)C)OC. Cell line: UACC-257. Synergy scores: CSS=23.5, Synergy_ZIP=1.20, Synergy_Bliss=3.29, Synergy_Loewe=3.09, Synergy_HSA=3.12. (4) Drug 1: CC12CCC3C(C1CCC2=O)CC(=C)C4=CC(=O)C=CC34C. Drug 2: CN1C2=C(C=C(C=C2)N(CCCl)CCCl)N=C1CCCC(=O)O.Cl. Cell line: NCI-H322M. Synergy scores: CSS=7.16, Synergy_ZIP=-5.13, Synergy_Bliss=2.34, Synergy_Loewe=-10.1, Synergy_HSA=1.90. (5) Drug 1: CN(C)N=NC1=C(NC=N1)C(=O)N. Drug 2: CC1=C(C=C(C=C1)C(=O)NC2=CC(=CC(=C2)C(F)(F)F)N3C=C(N=C3)C)NC4=NC=CC(=N4)C5=CN=CC=C5. Cell line: SF-295. Synergy scores: CSS=11.7, Synergy_ZIP=-3.30, Synergy_Bliss=-0.984, Synergy_Loewe=1.35, Synergy_HSA=1.11. (6) Drug 1: CC12CCC3C(C1CCC2=O)CC(=C)C4=CC(=O)C=CC34C. Drug 2: C1=C(C(=O)NC(=O)N1)N(CCCl)CCCl. Cell line: EKVX. Synergy scores: CSS=29.4, Synergy_ZIP=1.32, Synergy_Bliss=3.73, Synergy_Loewe=-9.06, Synergy_HSA=4.70.